This data is from Full USPTO retrosynthesis dataset with 1.9M reactions from patents (1976-2016). The task is: Predict the reactants needed to synthesize the given product. (1) Given the product [F:15][C:13]1[C:5]2[N:6]([CH:10]([CH3:12])[CH3:11])[C:7](=[O:9])[O:8][C:4]=2[CH:3]=[C:2]([NH:1][CH2:21][C@@H:20]([OH:22])[C:18]([O:17][CH3:16])=[O:19])[CH:14]=1, predict the reactants needed to synthesize it. The reactants are: [NH2:1][C:2]1[CH:14]=[C:13]([F:15])[C:5]2[N:6]([CH:10]([CH3:12])[CH3:11])[C:7](=[O:9])[O:8][C:4]=2[CH:3]=1.[CH3:16][O:17][C:18]([C@@H:20]1[O:22][CH2:21]1)=[O:19].FC(F)(F)S([O-])(=O)=O.[Li+]. (2) Given the product [OH:6][CH2:7][CH:8]1[N:13]([CH3:14])[C:12](=[O:15])[CH2:11][CH2:10][CH2:9]1, predict the reactants needed to synthesize it. The reactants are: B(Br)(Br)Br.C[O:6][CH2:7][CH:8]1[N:13]([CH3:14])[C:12](=[O:15])[CH2:11][CH2:10][CH2:9]1.[OH-].[NH4+].